Dataset: NCI-60 drug combinations with 297,098 pairs across 59 cell lines. Task: Regression. Given two drug SMILES strings and cell line genomic features, predict the synergy score measuring deviation from expected non-interaction effect. (1) Drug 1: C1CN1C2=NC(=NC(=N2)N3CC3)N4CC4. Drug 2: C1CN(CCN1C(=O)CCBr)C(=O)CCBr. Cell line: SNB-75. Synergy scores: CSS=30.7, Synergy_ZIP=-10.8, Synergy_Bliss=-5.63, Synergy_Loewe=-2.67, Synergy_HSA=-1.22. (2) Drug 1: CN(C)N=NC1=C(NC=N1)C(=O)N. Drug 2: CNC(=O)C1=NC=CC(=C1)OC2=CC=C(C=C2)NC(=O)NC3=CC(=C(C=C3)Cl)C(F)(F)F. Cell line: HT29. Synergy scores: CSS=39.4, Synergy_ZIP=1.94, Synergy_Bliss=1.40, Synergy_Loewe=-13.6, Synergy_HSA=0.0658. (3) Drug 1: CC12CCC3C(C1CCC2=O)CC(=C)C4=CC(=O)C=CC34C. Drug 2: CC(C)NC(=O)C1=CC=C(C=C1)CNNC.Cl. Cell line: MCF7. Synergy scores: CSS=12.9, Synergy_ZIP=1.04, Synergy_Bliss=2.31, Synergy_Loewe=1.12, Synergy_HSA=1.19. (4) Drug 1: CC12CCC(CC1=CCC3C2CCC4(C3CC=C4C5=CN=CC=C5)C)O. Drug 2: C1CC(=O)NC(=O)C1N2CC3=C(C2=O)C=CC=C3N. Cell line: SK-MEL-28. Synergy scores: CSS=10.1, Synergy_ZIP=-0.420, Synergy_Bliss=7.22, Synergy_Loewe=3.09, Synergy_HSA=5.34. (5) Synergy scores: CSS=45.1, Synergy_ZIP=-4.22, Synergy_Bliss=-11.3, Synergy_Loewe=11.2, Synergy_HSA=-4.13. Cell line: HT29. Drug 2: CC1C(C(CC(O1)OC2CC(CC3=C2C(=C4C(=C3O)C(=O)C5=C(C4=O)C(=CC=C5)OC)O)(C(=O)CO)O)N)O.Cl. Drug 1: C1=CC(=CC=C1CCC2=CNC3=C2C(=O)NC(=N3)N)C(=O)NC(CCC(=O)O)C(=O)O. (6) Drug 1: CN(CC1=CN=C2C(=N1)C(=NC(=N2)N)N)C3=CC=C(C=C3)C(=O)NC(CCC(=O)O)C(=O)O. Drug 2: CN(CCCl)CCCl.Cl. Cell line: SF-268. Synergy scores: CSS=7.38, Synergy_ZIP=-10.7, Synergy_Bliss=-3.28, Synergy_Loewe=-18.8, Synergy_HSA=-4.21.